Predict the reaction yield, written as a fraction of the theoretical maximum amount of product (1.0 means a 100% yield; for example, 0.34 means a 34% yield). From a dataset of Reaction yield outcomes from USPTO patents with 853,638 reactions. (1) The reactants are [C:1]([C:5]1[S:9]/[C:8](=[N:10]\[C:11](=[O:23])[C:12]2[CH:17]=[C:16]([C:18]([F:21])([F:20])[F:19])[CH:15]=[CH:14][C:13]=2[F:22])/[N:7]([CH2:24][CH2:25][OH:26])[CH:6]=1)([CH3:4])([CH3:3])[CH3:2].C(N(CC)CC)C.C.C(=O)(OC(Cl)(Cl)Cl)[O:36][C:37](Cl)(Cl)[Cl:38]. The catalyst is CCOCC. The product is [C:37]([Cl:38])(=[O:36])[O:26][CH2:25][CH2:24][N:7]1[CH:6]=[C:5]([C:1]([CH3:4])([CH3:2])[CH3:3])[S:9]/[C:8]/1=[N:10]\[C:11](=[O:23])[C:12]1[CH:17]=[C:16]([C:18]([F:21])([F:19])[F:20])[CH:15]=[CH:14][C:13]=1[F:22]. The yield is 0.980. (2) The reactants are [C:1]([C:5]1[O:6][CH:7]=[C:8]([C:10]2[CH:15]=[CH:14][C:13]([CH3:16])=[CH:12][CH:11]=2)[N:9]=1)([CH3:4])([CH3:3])[CH3:2].C1COCC1.C([Li])CCC.[C:27](=[O:29])=[O:28]. The catalyst is CCCCCC.O. The product is [C:1]([C:5]1[O:6][C:7]([C:27]([OH:29])=[O:28])=[C:8]([C:10]2[CH:11]=[CH:12][C:13]([CH3:16])=[CH:14][CH:15]=2)[N:9]=1)([CH3:4])([CH3:3])[CH3:2]. The yield is 0.880. (3) The product is [CH3:10][N:9]([CH3:11])[C:4]1[CH:5]=[CH:6][C:7]([CH3:8])=[C:2]([CH2:14][C@H:15]([OH:16])[CH3:18])[CH:3]=1. The yield is 0.0400. The reactants are I[C:2]1[CH:3]=[C:4]([N:9]([CH3:11])[CH3:10])[CH:5]=[CH:6][C:7]=1[CH3:8].N#N.[CH3:14][CH2:15][OH:16].[Li][CH:18](CC)C.C1CCCCC1.B(F)(F)F.C(OCC)C. The catalyst is C1COCC1. (4) The reactants are [Cl:1][C:2]1[CH:3]=[C:4]([C:9](=[C:23]2[CH2:29][CH2:28][CH2:27][CH2:26][CH2:25][CH2:24]2)[C:10]2[CH:15]=[CH:14][C:13](/[CH:16]=[CH:17]/[C:18]([O:20]CC)=[O:19])=[CH:12][CH:11]=2)[CH:5]=[CH:6][C:7]=1[OH:8].[OH-].[Na+].Cl. The catalyst is CCO.C1COCC1. The product is [Cl:1][C:2]1[CH:3]=[C:4]([C:9](=[C:23]2[CH2:29][CH2:28][CH2:27][CH2:26][CH2:25][CH2:24]2)[C:10]2[CH:15]=[CH:14][C:13](/[CH:16]=[CH:17]/[C:18]([OH:20])=[O:19])=[CH:12][CH:11]=2)[CH:5]=[CH:6][C:7]=1[OH:8]. The yield is 0.820. (5) The product is [C:26]12([NH:31][S:20]([C:19]3[C:14]([Cl:13])=[N:15][CH:16]=[C:17]([Cl:24])[CH:18]=3)(=[O:22])=[O:21])[CH2:30][CH:28]([CH2:29]1)[CH2:27]2. The yield is 0.850. The reactants are BrC1C(S(Cl)(=O)=O)=CC(Cl)=CN=1.[Cl:13][C:14]1[C:19]([S:20](Cl)(=[O:22])=[O:21])=[CH:18][C:17]([Cl:24])=[CH:16][N:15]=1.Cl.[C:26]12([NH2:31])[CH2:30][CH:28]([CH2:29]1)[CH2:27]2.C(O)(=O)CC(CC(O)=O)(C(O)=O)O.C12(NS(C3C(Br)=NC=C(Cl)C=3)(=O)=O)CC(C1)C2. The catalyst is O1CCOCC1.N1C=CC=CC=1.O.